Dataset: Forward reaction prediction with 1.9M reactions from USPTO patents (1976-2016). Task: Predict the product of the given reaction. (1) Given the reactants [NH2:1][C:2]1[C:3]2[C:10]([I:11])=[CH:9][N:8]([C@@H:12]3[CH2:15][C@H:14]([CH2:16]OS(C4C=CC(C)=CC=4)(=O)=O)[CH2:13]3)[C:4]=2[N:5]=[CH:6][N:7]=1.[NH:28]1[CH2:31][CH2:30][CH2:29]1, predict the reaction product. The product is: [N:28]1([CH2:16][C@@H:14]2[CH2:13][C@H:12]([N:8]3[C:4]4[N:5]=[CH:6][N:7]=[C:2]([NH2:1])[C:3]=4[C:10]([I:11])=[CH:9]3)[CH2:15]2)[CH2:31][CH2:30][CH2:29]1. (2) Given the reactants Cl.[NH2:2][C@H:3]([C:12]1[C:17]([C:18]2[CH:19]=[CH:20][C:21]([F:27])=[C:22]([CH:26]=2)[C:23]([NH2:25])=[O:24])=[CH:16][CH:15]=[CH:14][N:13]=1)[CH2:4][C:5]1[CH:10]=[CH:9][CH:8]=[C:7]([F:11])[CH:6]=1.[F:28][C:29]([F:44])([F:43])[C:30]1[C:31]2[CH2:42][S:41][CH2:40][CH2:39][C:32]=2[N:33]([CH2:35][C:36](O)=[O:37])[N:34]=1, predict the reaction product. The product is: [F:27][C:21]1[CH:20]=[CH:19][C:18]([C:17]2[C:12]([C@@H:3]([NH:2][C:36](=[O:37])[CH2:35][N:33]3[C:32]4[CH2:39][CH2:40][S:41][CH2:42][C:31]=4[C:30]([C:29]([F:44])([F:28])[F:43])=[N:34]3)[CH2:4][C:5]3[CH:10]=[CH:9][CH:8]=[C:7]([F:11])[CH:6]=3)=[N:13][CH:14]=[CH:15][CH:16]=2)=[CH:26][C:22]=1[C:23]([NH2:25])=[O:24]. (3) Given the reactants [CH2:1]([O:3][C:4]1[CH:9]=[CH:8][C:7]([S:10](Cl)(=[O:12])=[O:11])=[CH:6][C:5]=1[C:14]1[NH:19][C:18](=[O:20])[C:17]2=[C:21]([CH3:27])[N:22]=[C:23]([CH2:24][CH2:25][CH3:26])[N:16]2[N:15]=1)[CH3:2].Cl.CO[C:31](=O)[CH2:32][NH2:33].C([N:37](CC)CC)C, predict the reaction product. The product is: [NH2:37][CH2:31][CH2:32][NH:33][S:10]([C:7]1[CH:8]=[CH:9][C:4]([O:3][CH2:1][CH3:2])=[C:5]([C:14]2[NH:19][C:18](=[O:20])[C:17]3=[C:21]([CH3:27])[N:22]=[C:23]([CH2:24][CH2:25][CH3:26])[N:16]3[N:15]=2)[CH:6]=1)(=[O:12])=[O:11]. (4) Given the reactants Cl[C:2]1[C:11]2[C:6](=[C:7]([F:12])[CH:8]=[CH:9][CH:10]=2)[N:5]=[C:4]([C:13]([F:22])([F:21])[C:14]2[CH:19]=[CH:18][C:17]([F:20])=[CH:16][N:15]=2)[N:3]=1.[NH2:23][C:24]1[CH:28]=[C:27]([CH3:29])[N:26](C(OC(C)(C)C)=O)[N:25]=1.C(O)(=O)C, predict the reaction product. The product is: [F:21][C:13]([F:22])([C:14]1[CH:19]=[CH:18][C:17]([F:20])=[CH:16][N:15]=1)[C:4]1[N:3]=[C:2]([NH:23][C:24]2[CH:28]=[C:27]([CH3:29])[NH:26][N:25]=2)[C:11]2[C:6](=[C:7]([F:12])[CH:8]=[CH:9][CH:10]=2)[N:5]=1. (5) The product is: [Cl:1][C:2]1[CH:10]=[CH:9][CH:8]=[C:7]2[C:3]=1[C:4]([C:11](=[O:16])[C:12]([F:14])([F:15])[F:13])=[CH:5][N:6]2[CH2:28][CH:29]1[CH2:34][CH2:33][CH2:32][CH2:31][O:30]1. Given the reactants [Cl:1][C:2]1[CH:10]=[CH:9][CH:8]=[C:7]2[C:3]=1[C:4]([C:11](=[O:16])[C:12]([F:15])([F:14])[F:13])=[CH:5][NH:6]2.CC1C=CC(S(O[CH2:28][CH:29]2[CH2:34][CH2:33][CH2:32][CH2:31][O:30]2)(=O)=O)=CC=1.C([O-])([O-])=O.[K+].[K+], predict the reaction product. (6) Given the reactants [H-].[K+].Br[C:4]1[CH:13]=[CH:12][C:11]2[C:6](=[CH:7][CH:8]=[CH:9][CH:10]=2)[N:5]=1.C([Li])CCC.[C:19]([O:23][C:24]([N:26]1[CH2:31][CH2:30][CH2:29][CH2:28][CH:27]1[C:32](=[O:37])N(OC)C)=[O:25])([CH3:22])([CH3:21])[CH3:20], predict the reaction product. The product is: [C:19]([O:23][C:24]([N:26]1[CH2:31][CH2:30][CH2:29][CH2:28][CH:27]1[C:32]([C:4]1[CH:13]=[CH:12][C:11]2[C:6](=[CH:7][CH:8]=[CH:9][CH:10]=2)[N:5]=1)=[O:37])=[O:25])([CH3:22])([CH3:21])[CH3:20]. (7) Given the reactants N1CCCCC1.Br[C:8]1[S:9][CH:10]=[CH:11][CH:12]=1.[CH3:13][Si:14]([C:17]#[CH:18])([CH3:16])[CH3:15], predict the reaction product. The product is: [S:9]1[CH:10]=[CH:11][CH:12]=[C:8]1[C:18]#[C:17][Si:14]([CH3:16])([CH3:15])[CH3:13].